From a dataset of Forward reaction prediction with 1.9M reactions from USPTO patents (1976-2016). Predict the product of the given reaction. Given the reactants [C:1]([C:5]1[C:6]([NH2:14])=[N:7][N:8]2[CH:13]=[CH:12][CH:11]=[N:10][C:9]=12)([CH3:4])([CH3:3])[CH3:2].[C:15]12([CH2:25][C:26](Cl)=[O:27])[CH2:24][CH:19]3[CH2:20][CH:21]([CH2:23][CH:17]([CH2:18]3)[CH2:16]1)[CH2:22]2, predict the reaction product. The product is: [C:15]12([CH2:25][C:26]([NH:14][C:6]3[C:5]([C:1]([CH3:4])([CH3:2])[CH3:3])=[C:9]4[N:10]=[CH:11][CH:12]=[CH:13][N:8]4[N:7]=3)=[O:27])[CH2:22][CH:21]3[CH2:20][CH:19]([CH2:18][CH:17]([CH2:23]3)[CH2:16]1)[CH2:24]2.